Dataset: NCI-60 drug combinations with 297,098 pairs across 59 cell lines. Task: Regression. Given two drug SMILES strings and cell line genomic features, predict the synergy score measuring deviation from expected non-interaction effect. (1) Drug 1: CC1=C(C=C(C=C1)C(=O)NC2=CC(=CC(=C2)C(F)(F)F)N3C=C(N=C3)C)NC4=NC=CC(=N4)C5=CN=CC=C5. Drug 2: CC1CCCC2(C(O2)CC(NC(=O)CC(C(C(=O)C(C1O)C)(C)C)O)C(=CC3=CSC(=N3)C)C)C. Cell line: HCC-2998. Synergy scores: CSS=50.4, Synergy_ZIP=6.95, Synergy_Bliss=4.12, Synergy_Loewe=-23.2, Synergy_HSA=3.37. (2) Drug 1: C1C(C(OC1N2C=NC3=C(N=C(N=C32)Cl)N)CO)O. Drug 2: C(=O)(N)NO. Cell line: TK-10. Synergy scores: CSS=6.75, Synergy_ZIP=-5.50, Synergy_Bliss=-2.99, Synergy_Loewe=-24.4, Synergy_HSA=-5.91. (3) Drug 1: CC1=CC=C(C=C1)C2=CC(=NN2C3=CC=C(C=C3)S(=O)(=O)N)C(F)(F)F. Drug 2: C1=NC(=NC(=O)N1C2C(C(C(O2)CO)O)O)N. Cell line: NCI-H522. Synergy scores: CSS=27.1, Synergy_ZIP=-4.89, Synergy_Bliss=3.01, Synergy_Loewe=-34.4, Synergy_HSA=-3.09. (4) Drug 1: CC1=CC2C(CCC3(C2CCC3(C(=O)C)OC(=O)C)C)C4(C1=CC(=O)CC4)C. Drug 2: C1CN(CCN1C(=O)CCBr)C(=O)CCBr. Cell line: DU-145. Synergy scores: CSS=3.72, Synergy_ZIP=-6.97, Synergy_Bliss=-0.168, Synergy_Loewe=-22.6, Synergy_HSA=-5.48. (5) Drug 1: CC1CCC2CC(C(=CC=CC=CC(CC(C(=O)C(C(C(=CC(C(=O)CC(OC(=O)C3CCCCN3C(=O)C(=O)C1(O2)O)C(C)CC4CCC(C(C4)OC)OCCO)C)C)O)OC)C)C)C)OC. Drug 2: CN1C2=C(C=C(C=C2)N(CCCl)CCCl)N=C1CCCC(=O)O.Cl. Cell line: COLO 205. Synergy scores: CSS=3.52, Synergy_ZIP=-3.90, Synergy_Bliss=-2.31, Synergy_Loewe=-10.6, Synergy_HSA=-2.25. (6) Drug 1: CS(=O)(=O)CCNCC1=CC=C(O1)C2=CC3=C(C=C2)N=CN=C3NC4=CC(=C(C=C4)OCC5=CC(=CC=C5)F)Cl. Drug 2: CCN(CC)CCCC(C)NC1=C2C=C(C=CC2=NC3=C1C=CC(=C3)Cl)OC. Cell line: 786-0. Synergy scores: CSS=25.5, Synergy_ZIP=-9.65, Synergy_Bliss=0.828, Synergy_Loewe=-9.73, Synergy_HSA=0.552.